This data is from Catalyst prediction with 721,799 reactions and 888 catalyst types from USPTO. The task is: Predict which catalyst facilitates the given reaction. (1) Reactant: [CH3:1][O:2][C:3](=[O:9])[CH2:4][CH2:5][C:6]([OH:8])=O.C1N=CN(C(N2C=NC=C2)=O)C=1.O[N:23]=[C:24]([C:26]1[CH:27]=[CH:28][C:29]([CH3:44])=[C:30]([NH:32][C:33]([C:35]2[N:39]3[CH:40]=[CH:41][CH:42]=[CH:43][C:38]3=[N:37][CH:36]=2)=[O:34])[CH:31]=1)[NH2:25]. Product: [N:37]1[CH:36]=[C:35]([C:33]([NH:32][C:30]2[CH:31]=[C:26]([C:24]3[N:23]=[C:6]([CH2:5][CH2:4][C:3]([O:2][CH3:1])=[O:9])[O:8][N:25]=3)[CH:27]=[CH:28][C:29]=2[CH3:44])=[O:34])[N:39]2[CH:40]=[CH:41][CH:42]=[CH:43][C:38]=12. The catalyst class is: 37. (2) Reactant: [F:1][CH:2]([F:11])[O:3][C:4]1[CH:10]=[CH:9][C:7]([NH2:8])=[CH:6][CH:5]=1.Cl[C:13]1[C:14](=[O:32])[N:15]([CH2:25][C:26]2[CH:27]=[N:28][CH:29]=[CH:30][CH:31]=2)[C:16](=[O:24])[C:17]=1[C:18]1[CH:23]=[CH:22][CH:21]=[CH:20][CH:19]=1. Product: [F:1][CH:2]([F:11])[O:3][C:4]1[CH:10]=[CH:9][C:7]([NH:8][C:13]2[C:14](=[O:32])[N:15]([CH2:25][C:26]3[CH:27]=[N:28][CH:29]=[CH:30][CH:31]=3)[C:16](=[O:24])[C:17]=2[C:18]2[CH:19]=[CH:20][CH:21]=[CH:22][CH:23]=2)=[CH:6][CH:5]=1. The catalyst class is: 23. (3) Reactant: [Cl:1][C:2]1[C:3]([S:24]([NH2:27])(=[O:26])=[O:25])=[N:4][CH:5]=[C:6]([C:9]([N:11]2[CH2:16][CH2:15][CH:14]([C:17]3[CH:22]=[CH:21][C:20]([F:23])=[CH:19][CH:18]=3)[CH2:13][CH2:12]2)=[O:10])[C:7]=1O.P(Cl)(Cl)([Cl:30])=O.C(=O)([O-])O.[Na+]. Product: [Cl:1][C:2]1[C:3]([S:24]([NH2:27])(=[O:26])=[O:25])=[N:4][CH:5]=[C:6]([C:9]([N:11]2[CH2:16][CH2:15][CH:14]([C:17]3[CH:22]=[CH:21][C:20]([F:23])=[CH:19][CH:18]=3)[CH2:13][CH2:12]2)=[O:10])[C:7]=1[Cl:30]. The catalyst class is: 10. (4) Reactant: [C:1]([O:5][C:6]([NH:8][C@@H:9]([CH2:14][CH2:15][CH2:16][C@@H:17]([C@@H:23]([O:36][Si:37]([CH:44]([CH3:46])[CH3:45])([CH:41]([CH3:43])[CH3:42])[CH:38]([CH3:40])[CH3:39])[C@@H:24]([O:26][CH2:27][C:28]1[CH:33]=[CH:32][C:31]([O:34][CH3:35])=[CH:30][CH:29]=1)[CH3:25])[CH2:18][CH2:19][CH:20]([CH3:22])[CH3:21])[C:10]([O:12]C)=[O:11])=[O:7])([CH3:4])([CH3:3])[CH3:2].[Li+].[OH-]. Product: [C:1]([O:5][C:6]([NH:8][C@@H:9]([CH2:14][CH2:15][CH2:16][C@@H:17]([C@@H:23]([O:36][Si:37]([CH:38]([CH3:40])[CH3:39])([CH:41]([CH3:43])[CH3:42])[CH:44]([CH3:46])[CH3:45])[C@@H:24]([O:26][CH2:27][C:28]1[CH:29]=[CH:30][C:31]([O:34][CH3:35])=[CH:32][CH:33]=1)[CH3:25])[CH2:18][CH2:19][CH:20]([CH3:22])[CH3:21])[C:10]([OH:12])=[O:11])=[O:7])([CH3:2])([CH3:4])[CH3:3]. The catalyst class is: 249. (5) Reactant: [OH:1][C:2]1[CH:7]=[CH:6][N:5]([CH2:8][CH2:9][O:10][CH3:11])[C:4](=[O:12])[CH:3]=1.C(N(CC)CC)C.[S:20](O[S:20]([C:23]([F:26])([F:25])[F:24])(=[O:22])=[O:21])([C:23]([F:26])([F:25])[F:24])(=[O:22])=[O:21]. Product: [CH3:11][O:10][CH2:9][CH2:8][N:5]1[CH:6]=[CH:7][C:2]([O:1][S:20]([C:23]([F:26])([F:25])[F:24])(=[O:22])=[O:21])=[CH:3][C:4]1=[O:12]. The catalyst class is: 2. (6) Reactant: [Si:1]([O:18][CH2:19][C:20]1[CH:21]=[C:22]([CH:42]=[C:43]([Cl:45])[CH:44]=1)[CH2:23][N:24]1[C:28]2[CH:29]=[CH:30][C:31]3[N:32]([C:33]([CH3:36])=[N:34][N:35]=3)[C:27]=2[CH:26]=[C:25]1[C:37]1[NH:41][N:40]=[CH:39][CH:38]=1)([C:14]([CH3:17])([CH3:16])[CH3:15])([C:8]1[CH:13]=[CH:12][CH:11]=[CH:10][CH:9]=1)[C:2]1[CH:7]=[CH:6][CH:5]=[CH:4][CH:3]=1.[H-].[Na+].I[CH2:49][CH3:50]. Product: [Si:1]([O:18][CH2:19][C:20]1[CH:21]=[C:22]([CH:42]=[C:43]([Cl:45])[CH:44]=1)[CH2:23][N:24]1[C:28]2[CH:29]=[CH:30][C:31]3[N:32]([C:33]([CH3:36])=[N:34][N:35]=3)[C:27]=2[CH:26]=[C:25]1[C:37]1[CH:38]=[CH:39][N:40]([CH2:49][CH3:50])[N:41]=1)([C:14]([CH3:16])([CH3:15])[CH3:17])([C:2]1[CH:3]=[CH:4][CH:5]=[CH:6][CH:7]=1)[C:8]1[CH:13]=[CH:12][CH:11]=[CH:10][CH:9]=1. The catalyst class is: 3. (7) The catalyst class is: 6. Reactant: O[C:2]1([C:15]2[C:16]([C:21]3[CH:26]=[CH:25][CH:24]=[CH:23][CH:22]=3)=[N:17][O:18][C:19]=2[CH3:20])[CH2:7][CH2:6][N:5](C(OC(C)(C)C)=O)[CH2:4][CH2:3]1.C(=O)(O)[O-].[Na+]. Product: [CH3:20][C:19]1[O:18][N:17]=[C:16]([C:21]2[CH:26]=[CH:25][CH:24]=[CH:23][CH:22]=2)[C:15]=1[C:2]1[CH2:7][CH2:6][NH:5][CH2:4][CH:3]=1. (8) Reactant: C[O:2][C:3]([C@H:5]1[N:10]([C:11]2[S:12][C:13]3[CH:19]=[C:18]([C:20]([F:23])([F:22])[F:21])[CH:17]=[CH:16][C:14]=3[N:15]=2)[CH2:9][CH2:8][N:7]([C:24]([O:26][C:27]([CH3:30])([CH3:29])[CH3:28])=[O:25])[CH2:6]1)=O.[BH4-].[Li+].[Cl-].[NH4+]. Product: [C:27]([O:26][C:24]([N:7]1[CH2:8][CH2:9][N:10]([C:11]2[S:12][C:13]3[CH:19]=[C:18]([C:20]([F:21])([F:23])[F:22])[CH:17]=[CH:16][C:14]=3[N:15]=2)[C@H:5]([CH2:3][OH:2])[CH2:6]1)=[O:25])([CH3:30])([CH3:29])[CH3:28]. The catalyst class is: 7.